This data is from Experimentally validated miRNA-target interactions with 360,000+ pairs, plus equal number of negative samples. The task is: Binary Classification. Given a miRNA mature sequence and a target amino acid sequence, predict their likelihood of interaction. (1) The miRNA is hsa-miR-7854-3p with sequence UGAGGUGACCGCAGAUGGGAA. The protein sequence of the target gene is MTPSPLLLLLLPPLLLGAFPPAAAARGPPKMADKVVPRQVARLGRTVRLQCPVEGDPPPLTMWTKDGRTIHSGWSRFRVLPQGLKVKQVEREDAGVYVCKATNGFGSLSVNYTLVVLDDISPGKESLGPDSSSGGQEDPASQQWARPRFTQPSKMRRRVIARPVGSSVRLKCVASGHPRPDITWMKDDQALTRPEAAEPRKKKWTLSLKNLRPEDSGKYTCRVSNRAGAINATYKVDVIQRTRSKPVLTGTHPVNTTVDFGGTTSFQCKVRSDVKPVIQWLKRVEYGAEGRHNSTIDVGG.... Result: 0 (no interaction). (2) The miRNA is hsa-miR-3124-3p with sequence ACUUUCCUCACUCCCGUGAAGU. The protein sequence of the target gene is MELYLGACSKPAKVAVTKTVASVLAADTQQCRDGVHKTHFAGVGPAQLLDLPLGVKLPVIPGSNAVFYTTNFGEKLFRPSYGFNLTDPYCRLLENQYKSLHDPHLKAYYKRKDILKRLKKGGYITSNNKVVCTLRELNKYRQYLTSLKLDFERNYIKEQRILAKQLHNIPENNQIPQHCDVAQVQNWLLKEGTESIKDQERLMRHRYLDMISRKLEQLERTAEEQRLFLMDREERRQREHTRRKLTLRRKIEEEWKTKEMLLLTRMAEDVKREERIEEQQHRNREESDRKKQDLLEKKMA.... Result: 1 (interaction). (3) The miRNA is hsa-miR-6808-3p with sequence GUGUGACCACCGUUCCUGCAG. The protein sequence of the target gene is MELQPPEASIAVVSIPRQLPGSHSEAGVQGLSAGDDSELGSHCVAQTGLELLASGDPLPSASQNAEMIETGSDCVTQAGLQLLASSDPPALASKNAEVTGTMSQDTEVDMKEVELNELEPEKQPMNAASGAAMSLAGAEKNGLVKIKVAEDEAEAAAAAKFTGLSKEELLKVAGSPGWVRTRWALLLLFWLGWLGMLAGAVVIIVRAPRCRELPAQKWWHTGALYRIGDLQAFQGHGAGNLAGLKGRLDYLSSLKVKGLVLGPIHKNQKDDVAQTDLLQIDPNFGSKEDFDSLLQSAKKK.... Result: 0 (no interaction). (4) The miRNA is hsa-miR-888-5p with sequence UACUCAAAAAGCUGUCAGUCA. The protein sequence of the target gene is MPVDLGQALGLLPSLAKAEDSQFSESDAALQEELSSPETARQLFRQFRYQVMSGPHETLKQLRKLCFQWLQPEVHTKEQILEILMLEQFLTILPGEIQMWVRKQCPGSGEEAVTLVESLKGDPQRLWQWISIQVLGQDILSEKMESPSCQVGEVEPHLEVVPQELGLENSSSGPGELLSHIVKEESDTEAELALAASQPARLEERLIRDQDLGASLLPAAPQEQWRQLDSTQKEQYWDLMLETYGKMVSGAGISHPKSDLTNSIEFGEELAGIYLHVNEKIPRPTCIGDRQENDKENLNL.... Result: 0 (no interaction). (5) The miRNA is hsa-miR-744-3p with sequence CUGUUGCCACUAACCUCAACCU. The protein sequence of the target gene is MMCEVMPTISEDGRRGSALGPDEAGGELERLMVTMLTERERLLETLREAQDGLATAQLRLRELGHEKDSLQRQLSIALPQEFAALTKELNLCREQLLEREEEIAELKAERNNTRLLLEHLECLVSRHERSLRMTVVKRQAQSPGGVSSEVEVLKALKSLFEHHKALDEKVRERLRMALERVAVLEEELELSNQEALNLRDQLSRRRSGLEEPGKDGDGQTLANGLGPVGESNRRTAELEEALERQRAEVCQLRERLAVLCRQMSQLEEELGTAHRELGKAEEANSKLQRDLKEALAQRED.... Result: 0 (no interaction). (6) The miRNA is hsa-miR-196a-5p with sequence UAGGUAGUUUCAUGUUGUUGGG. The protein sequence of the target gene is MPVAATNSETAMQQVLDNLGSLPSATGAAELDLIFLRGIMESPIVRSLAKVIMVLWFMQQNVFVPMKYMLKYFGAHERLEETKLEAVRDNNLELVQEILRDLAHVAEQSSTAAELAHILQEPHFQSLLETHDSVASKTYETPPPSPGLDPTFSNQPVPPDAVRMVGIRKTAGEHLGVTFRVEGGELVIARILHGGMVAQQGLLHVGDIIKEVNGQPVGSDPRALQELLRNASGSVILKILPSYQEPHLPRQVFVKCHFDYDPARDSLIPCKEAGLRFNAGDLLQIVNQDDANWWQACHVE.... Result: 1 (interaction). (7) The miRNA is hsa-miR-1268a with sequence CGGGCGUGGUGGUGGGGG. The protein sequence of the target gene is MEQAGTRPAATEHPRLRRPMPWLLLLPLLLLLLLLLPGPAASQLRYSVPEEQAPGALVGNVARALGLELRRLGPGCLRINHLGAPSPRYLELDLTSGALFVNERIDREALCEQRPRCLLSLEVLAHNPVAVSAVEVEILDINDNSPRFPRPNYQLQVSESVAPGARFHIESAQDPDVGANSVQTYELSPSEHFELDLKPLQENSKVLELVLRKGLDREQAALHHLVLTAVDGGIPARSGTAQISVRVLDTNDNSPAFDQSTYRVQLREDSPPGTLVVKLNASDPDEGSNGELRYSLSSYT.... Result: 0 (no interaction). (8) The miRNA is hsa-miR-487b-5p with sequence GUGGUUAUCCCUGUCCUGUUCG. The protein sequence of the target gene is MQREEGFNTKMADGPDEYDTEAGCVPLLHPEEIKPQSHYNHGYGEPLGRKTHIDDYSTWDIVKATQYGIYERCRELVEAGYDVRQPDKENVTLLHWAAINNRIDLVKYYISKGAIVDQLGGDLNSTPLHWATRQGHLSMVVQLMKYGADPSLIDGEGCSCIHLAAQFGHTSIVAYLIAKGQDVDMMDQNGMTPLMWAAYRTHSVDPTRLLLTFNVSVNLGDKYHKNTALHWAVLAGNTTVISLLLEAGANVDAQNIKGESALDLAKQRKNVWMINHLQEARQAKGYDNPSFLRKLKADKE.... Result: 0 (no interaction).